From a dataset of NCI-60 drug combinations with 297,098 pairs across 59 cell lines. Regression. Given two drug SMILES strings and cell line genomic features, predict the synergy score measuring deviation from expected non-interaction effect. (1) Drug 1: COC1=C(C=C2C(=C1)N=CN=C2NC3=CC(=C(C=C3)F)Cl)OCCCN4CCOCC4. Drug 2: CN1C(=O)N2C=NC(=C2N=N1)C(=O)N. Cell line: SR. Synergy scores: CSS=20.6, Synergy_ZIP=3.71, Synergy_Bliss=5.17, Synergy_Loewe=-2.47, Synergy_HSA=6.11. (2) Drug 1: CCC1(C2=C(COC1=O)C(=O)N3CC4=CC5=C(C=CC(=C5CN(C)C)O)N=C4C3=C2)O.Cl. Drug 2: CC1C(C(CC(O1)OC2CC(CC3=C2C(=C4C(=C3O)C(=O)C5=CC=CC=C5C4=O)O)(C(=O)C)O)N)O. Cell line: NCI/ADR-RES. Synergy scores: CSS=25.5, Synergy_ZIP=-8.64, Synergy_Bliss=-1.83, Synergy_Loewe=-5.04, Synergy_HSA=-0.0939. (3) Drug 1: CN(C(=O)NC(C=O)C(C(C(CO)O)O)O)N=O. Drug 2: C1CN(P(=O)(OC1)NCCCl)CCCl. Cell line: MCF7. Synergy scores: CSS=-2.62, Synergy_ZIP=0.546, Synergy_Bliss=-1.00, Synergy_Loewe=-2.04, Synergy_HSA=-2.36. (4) Drug 1: CC1=C(C(CCC1)(C)C)C=CC(=CC=CC(=CC(=O)O)C)C. Drug 2: C1CC(C1)(C(=O)O)C(=O)O.[NH2-].[NH2-].[Pt+2]. Cell line: BT-549. Synergy scores: CSS=7.80, Synergy_ZIP=-1.40, Synergy_Bliss=-1.35, Synergy_Loewe=-1.21, Synergy_HSA=-1.66. (5) Drug 1: CN(C)C1=NC(=NC(=N1)N(C)C)N(C)C. Drug 2: CCN(CC)CCCC(C)NC1=C2C=C(C=CC2=NC3=C1C=CC(=C3)Cl)OC. Cell line: KM12. Synergy scores: CSS=19.4, Synergy_ZIP=-6.34, Synergy_Bliss=-7.89, Synergy_Loewe=-4.08, Synergy_HSA=-3.94. (6) Drug 1: CC(C)(C#N)C1=CC(=CC(=C1)CN2C=NC=N2)C(C)(C)C#N. Drug 2: C1=NNC2=C1C(=O)NC=N2. Cell line: TK-10. Synergy scores: CSS=3.01, Synergy_ZIP=-3.10, Synergy_Bliss=-4.34, Synergy_Loewe=-12.7, Synergy_HSA=-4.86. (7) Drug 1: CNC(=O)C1=CC=CC=C1SC2=CC3=C(C=C2)C(=NN3)C=CC4=CC=CC=N4. Drug 2: CC(C)NC(=O)C1=CC=C(C=C1)CNNC.Cl. Cell line: RXF 393. Synergy scores: CSS=0.911, Synergy_ZIP=0.302, Synergy_Bliss=1.79, Synergy_Loewe=-1.43, Synergy_HSA=0.149. (8) Drug 1: CS(=O)(=O)OCCCCOS(=O)(=O)C. Drug 2: C1=NNC2=C1C(=O)NC=N2. Cell line: MCF7. Synergy scores: CSS=6.34, Synergy_ZIP=-2.71, Synergy_Bliss=-1.08, Synergy_Loewe=1.41, Synergy_HSA=0.745.